From a dataset of Full USPTO retrosynthesis dataset with 1.9M reactions from patents (1976-2016). Predict the reactants needed to synthesize the given product. (1) Given the product [CH2:18]([NH:14][C:1](=[O:12])/[CH:2]=[CH:3]/[CH2:4][CH2:5][CH2:6][CH2:7][CH2:8][CH2:9][CH3:10])[CH:17]([CH3:21])[CH3:16], predict the reactants needed to synthesize it. The reactants are: [C:1]([OH:12])(=O)/[CH:2]=[CH:3]/[CH2:4][CH2:5][CH2:6][CH2:7][CH2:8][CH2:9][CH3:10].O[N:14]1[C:18](=O)[CH2:17][CH2:16]C1=O.[CH:21]1(N=C=NC2CCCCC2)CCCCC1. (2) Given the product [Cl:29][C:24]1[CH:23]=[C:22]([C:16]2([C:18]([F:20])([F:19])[F:21])[O:15][N:14]=[C:13]([C:11]3[CH:12]=[CH:3][C:4]([C:5]([O:7][CH3:8])=[O:6])=[C:9]([C:39]([CH3:40])([CH3:31])[NH2:36])[CH:10]=3)[CH2:17]2)[CH:27]=[C:26]([Cl:28])[CH:25]=1, predict the reactants needed to synthesize it. The reactants are: BrC[C:3]1[CH:12]=[C:11]([C:13]2[CH2:17][C:16]([C:22]3[CH:27]=[C:26]([Cl:28])[CH:25]=[C:24]([Cl:29])[CH:23]=3)([C:18]([F:21])([F:20])[F:19])[O:15][N:14]=2)[CH:10]=[CH:9][C:4]=1[C:5]([O:7][CH3:8])=[O:6].Cl.[CH3:31]NC.C([N:36]([CH2:39][CH3:40])CC)C.O. (3) Given the product [C:63]([C:7]1[CH:16]=[CH:15][C:14]2[C:9](=[CH:10][C:11]([C:30](=[O:29])[CH3:31])=[CH:12][CH:13]=2)[CH:8]=1)(=[O:65])[CH3:64], predict the reactants needed to synthesize it. The reactants are: FC(F)(F)S(O[C:7]1[CH:16]=[CH:15][C:14]2[C:9](=[CH:10][C:11](OS(C(F)(F)F)(=O)=O)=[CH:12][CH:13]=2)[CH:8]=1)(=O)=O.C([O:29][CH2:30][CH2:31]CC)=C.C1(P(C2C=CC=CC=2)CCCP(C2C=CC=CC=2)C2C=CC=CC=2)C=CC=CC=1.[C:63]([O-])(=[O:65])[CH3:64]. (4) Given the product [Cl:7][C:5]1[N:4]([C:8]2[CH:9]=[CH:10][C:11]([C:14]3[CH:18]=[CH:17][S:16][CH:15]=3)=[CH:12][CH:13]=2)[C:3]([C:19]([O:21][CH2:22][CH3:23])=[O:20])=[C:2]([NH:1][C:27](=[O:28])[CH2:26][C:24]#[N:25])[CH:6]=1, predict the reactants needed to synthesize it. The reactants are: [NH2:1][C:2]1[CH:6]=[C:5]([Cl:7])[N:4]([C:8]2[CH:13]=[CH:12][C:11]([C:14]3[CH:18]=[CH:17][S:16][CH:15]=3)=[CH:10][CH:9]=2)[C:3]=1[C:19]([O:21][CH2:22][CH3:23])=[O:20].[C:24]([CH2:26][C:27](O)=[O:28])#[N:25].C1C=CC2N(O)N=NC=2C=1.C(Cl)CCl.C(N(CC)CC)C. (5) Given the product [Cl:12][C:11]1[C:10](=[O:13])[C:9]2[C:4]([C:3](=[O:14])[C:2]=1[NH:21][C:20]1[CH:15]=[CH:16][C:17]([OH:22])=[CH:18][CH:19]=1)=[CH:5][CH:6]=[CH:7][CH:8]=2, predict the reactants needed to synthesize it. The reactants are: Cl[C:2]1[C:3](=[O:14])[C:4]2[C:9]([C:10](=[O:13])[C:11]=1[Cl:12])=[CH:8][CH:7]=[CH:6][CH:5]=2.[CH:15]1[C:20]([NH2:21])=[CH:19][CH:18]=[C:17]([OH:22])[CH:16]=1. (6) Given the product [Si:18]([O:17][C:13]1[CH:12]=[C:11]2[C:16](=[CH:15][CH:14]=1)[N:8]([C:6]([O:5][C:1]([CH3:4])([CH3:3])[CH3:2])=[O:7])[C:9]([C:38]1[C:29]([Cl:28])=[N:30][C:31]3[C:36]([CH:37]=1)=[CH:35][CH:34]=[CH:33][CH:32]=3)=[CH:10]2)([C:21]([CH3:24])([CH3:23])[CH3:22])([CH3:20])[CH3:19], predict the reactants needed to synthesize it. The reactants are: [C:1]([O:5][C:6]([N:8]1[C:16]2[C:11](=[CH:12][C:13]([O:17][Si:18]([C:21]([CH3:24])([CH3:23])[CH3:22])([CH3:20])[CH3:19])=[CH:14][CH:15]=2)[CH:10]=[C:9]1B(O)O)=[O:7])([CH3:4])([CH3:3])[CH3:2].[Cl:28][C:29]1[C:38](I)=[CH:37][C:36]2[C:31](=[CH:32][CH:33]=[CH:34][CH:35]=2)[N:30]=1.P([O-])([O-])([O-])=O.[K+].[K+].[K+]. (7) Given the product [NH2:15][C:13]1[CH:12]=[CH:11][C:4]([O:5][CH2:6][C:7]([CH3:10])([OH:9])[CH3:8])=[C:3]([O:2][CH3:1])[CH:14]=1, predict the reactants needed to synthesize it. The reactants are: [CH3:1][O:2][C:3]1[CH:14]=[C:13]([N+:15]([O-])=O)[CH:12]=[CH:11][C:4]=1[O:5][CH2:6][C:7]([CH3:10])([OH:9])[CH3:8].